From a dataset of Full USPTO retrosynthesis dataset with 1.9M reactions from patents (1976-2016). Predict the reactants needed to synthesize the given product. (1) Given the product [N:17]1([C:2]2[N:7]=[C:6]([NH:8][CH2:9][C:10]3[CH:15]=[CH:14][C:13]([F:16])=[CH:12][CH:11]=3)[CH:5]=[N:4][CH:3]=2)[C:21]2[CH:22]=[CH:23][CH:24]=[CH:25][C:20]=2[N:19]=[CH:18]1, predict the reactants needed to synthesize it. The reactants are: Cl[C:2]1[N:7]=[C:6]([NH:8][CH2:9][C:10]2[CH:15]=[CH:14][C:13]([F:16])=[CH:12][CH:11]=2)[CH:5]=[N:4][CH:3]=1.[N:17]1[C:21]2[CH:22]=[CH:23][CH:24]=[CH:25][C:20]=2[NH:19][CH:18]=1. (2) Given the product [F:15][C:16]([F:27])([F:26])[C:17]([NH:1][CH:2]1[C:7]2[C:12](=[CH:11][CH:10]=[C:9]([O:13][CH3:14])[CH:8]=2)[C:4](=[O:6])[CH2:3]1)=[O:18], predict the reactants needed to synthesize it. The reactants are: [NH2:1][CH:2]([C:7]1[CH:12]=[CH:11][CH:10]=[C:9]([O:13][CH3:14])[CH:8]=1)[CH2:3][C:4]([OH:6])=O.[F:15][C:16]([F:27])([F:26])[C:17](O[C:17](=[O:18])[C:16]([F:27])([F:26])[F:15])=[O:18]. (3) Given the product [CH2:9]([O:11][C:12](=[O:20])[C:13]([C:14]#[N:15])=[CH:16][NH:1][C:2]1[CH:3]=[N:4][C:5]([CH3:8])=[CH:6][CH:7]=1)[CH3:10], predict the reactants needed to synthesize it. The reactants are: [NH2:1][C:2]1[CH:3]=[N:4][C:5]([CH3:8])=[CH:6][CH:7]=1.[CH2:9]([O:11][C:12](=[O:20])[C:13](=[CH:16]OCC)[C:14]#[N:15])[CH3:10]. (4) The reactants are: [CH2:1]([O:4][C:5]([O:7][CH2:8][C:9]1[CH:17]=[CH:16][CH:15]=[CH:14][C:10]=1[C:11](O)=[O:12])=[O:6])[CH:2]=[CH2:3].CN(C)C=O.C(Cl)(=O)C([Cl:26])=O.C1(C)C=CC=CC=1. Given the product [CH2:1]([O:4][C:5]([O:7][CH2:8][C:9]1[CH:17]=[CH:16][CH:15]=[CH:14][C:10]=1[C:11]([Cl:26])=[O:12])=[O:6])[CH:2]=[CH2:3], predict the reactants needed to synthesize it.